This data is from Full USPTO retrosynthesis dataset with 1.9M reactions from patents (1976-2016). The task is: Predict the reactants needed to synthesize the given product. Given the product [C:18]([O:17][C:15]([N:13]1[CH2:14][CH:11]([N:9]2[CH:10]=[C:6]([C:4]([OH:5])=[O:3])[C:7]([C:22]3[CH:23]=[CH:24][C:25]([O:28][C:29]4[CH:34]=[CH:33][CH:32]=[CH:31][CH:30]=4)=[CH:26][CH:27]=3)=[N:8]2)[CH2:12]1)=[O:16])([CH3:21])([CH3:19])[CH3:20], predict the reactants needed to synthesize it. The reactants are: C([O:3][C:4]([C:6]1[C:7]([C:22]2[CH:27]=[CH:26][C:25]([O:28][C:29]3[CH:34]=[CH:33][CH:32]=[CH:31][CH:30]=3)=[CH:24][CH:23]=2)=[N:8][N:9]([CH:11]2[CH2:14][N:13]([C:15]([O:17][C:18]([CH3:21])([CH3:20])[CH3:19])=[O:16])[CH2:12]2)[CH:10]=1)=[O:5])C.[Li+].[OH-].